Dataset: Reaction yield outcomes from USPTO patents with 853,638 reactions. Task: Predict the reaction yield, written as a fraction of the theoretical maximum amount of product (1.0 means a 100% yield; for example, 0.34 means a 34% yield). (1) The reactants are [OH-].[Li+].[CH:3]1([C@H:9]([NH:14][C:15]([C:17]2[CH:22]=[CH:21][C:20]([F:23])=[CH:19][C:18]=2[NH:24][C:25]([NH:27][C:28]2[C:33]([CH3:34])=[CH:32][CH:31]=[CH:30][C:29]=2[CH3:35])=[O:26])=[O:16])[C:10]([O:12]C)=[O:11])[CH2:8][CH2:7][CH2:6][CH2:5][CH2:4]1.CO.O. The catalyst is C1COCC1. The product is [CH:3]1([C@H:9]([NH:14][C:15]([C:17]2[CH:22]=[CH:21][C:20]([F:23])=[CH:19][C:18]=2[NH:24][C:25]([NH:27][C:28]2[C:33]([CH3:34])=[CH:32][CH:31]=[CH:30][C:29]=2[CH3:35])=[O:26])=[O:16])[C:10]([OH:12])=[O:11])[CH2:4][CH2:5][CH2:6][CH2:7][CH2:8]1. The yield is 0.690. (2) The reactants are [O:1]=[C:2]1[C@@H:6]([NH:7][C:8](=[O:14])[O:9][C:10]([CH3:13])([CH3:12])[CH3:11])[CH2:5][CH2:4][NH:3]1.Br[CH2:16][CH2:17][O:18][Si:19]([C:22]([CH3:25])([CH3:24])[CH3:23])([CH3:21])[CH3:20]. No catalyst specified. The product is [Si:19]([O:18][CH2:17][CH2:16][N:3]1[CH2:4][CH2:5][C@H:6]([NH:7][C:8](=[O:14])[O:9][C:10]([CH3:11])([CH3:13])[CH3:12])[C:2]1=[O:1])([C:22]([CH3:25])([CH3:24])[CH3:23])([CH3:21])[CH3:20]. The yield is 0.370.